From a dataset of Catalyst prediction with 721,799 reactions and 888 catalyst types from USPTO. Predict which catalyst facilitates the given reaction. (1) Reactant: Cl[C:2]1[CH:11]=[CH:10][C:9]2[C:4](=[CH:5][CH:6]=[CH:7][CH:8]=2)[N:3]=1.[I-:12].[Na+].C(Cl)(=O)C. Product: [I:12][C:2]1[CH:11]=[CH:10][C:9]2[C:4](=[CH:5][CH:6]=[CH:7][CH:8]=2)[N:3]=1. The catalyst class is: 23. (2) Reactant: S(Cl)(Cl)=O.[F:5][C:6]1[CH:36]=[CH:35][C:9]([CH2:10][O:11][C:12]2[CH:17]=[CH:16][N:15]([C:18]3[CH:19]=[CH:20][C:21]4[N:25]=[C:24]([C:26]([NH:28][CH2:29][CH2:30]O)=[O:27])[N:23]([CH3:32])[C:22]=4[CH:33]=3)[C:14](=[O:34])[CH:13]=2)=[CH:8][CH:7]=1. Product: [O:27]1[CH2:30][CH2:29][N:28]=[C:26]1[C:24]1[N:23]([CH3:32])[C:22]2[CH:33]=[C:18]([N:15]3[CH:16]=[CH:17][C:12]([O:11][CH2:10][C:9]4[CH:8]=[CH:7][C:6]([F:5])=[CH:36][CH:35]=4)=[CH:13][C:14]3=[O:34])[CH:19]=[CH:20][C:21]=2[N:25]=1. The catalyst class is: 1. (3) Reactant: [C:1]([CH:5]1[O:18][CH2:17][C:16]2[C:15]3[C:10](=[CH:11][CH:12]=[CH:13][N:14]=3)[C:9](=O)[O:8][C:7]=2[CH2:6]1)([CH3:4])([CH3:3])[CH3:2].[NH3:20]. Product: [C:1]([CH:5]1[O:18][CH2:17][C:16]2[C:15]3[C:10](=[CH:11][CH:12]=[CH:13][N:14]=3)[C:9](=[O:8])[NH:20][C:7]=2[CH2:6]1)([CH3:4])([CH3:3])[CH3:2]. The catalyst class is: 5. (4) Reactant: [F:1][C:2]1[CH:7]=[CH:6][C:5]([N+:8]([O-])=O)=[CH:4][C:3]=1[C@:11]12[CH2:19][O:18][CH2:17][C@H:16]1[C:15](=[O:20])[N:14]([CH3:21])[C:13]([NH:22][C:23](=[O:29])[O:24][C:25]([CH3:28])([CH3:27])[CH3:26])=[N:12]2. Product: [NH2:8][C:5]1[CH:6]=[CH:7][C:2]([F:1])=[C:3]([C@:11]23[CH2:19][O:18][CH2:17][C@H:16]2[C:15](=[O:20])[N:14]([CH3:21])[C:13]([NH:22][C:23](=[O:29])[O:24][C:25]([CH3:26])([CH3:27])[CH3:28])=[N:12]3)[CH:4]=1. The catalyst class is: 401. (5) Reactant: Cl.[CH2:2]([NH:4][C:5](=[O:20])[CH:6]([C:8]1[CH:13]=[CH:12][C:11]([C:14]2[CH:19]=[CH:18][N:17]=[CH:16][CH:15]=2)=[CH:10][CH:9]=1)[CH3:7])[CH3:3]. Product: [CH2:2]([NH:4][C:5](=[O:20])[CH:6]([C:8]1[CH:13]=[CH:12][C:11]([CH:14]2[CH2:19][CH2:18][NH:17][CH2:16][CH2:15]2)=[CH:10][CH:9]=1)[CH3:7])[CH3:3]. The catalyst class is: 865. (6) Product: [C:1]([C:5]1[CH:9]=[C:8]([NH:10][C:11]([NH:13][C:14]2[C:23]3[C:18](=[CH:19][CH:20]=[CH:21][CH:22]=3)[C:17]([O:24][C:25]3[CH:30]=[CH:29][N:28]=[C:27]([NH:42][C:43]4[CH:44]=[CH:45][C:46]([S:49][CH2:50][CH2:51][OH:52])=[CH:47][CH:48]=4)[N:26]=3)=[CH:16][CH:15]=2)=[O:12])[N:7]([C:32]2[CH:37]=[CH:36][C:35]([P:38]([CH3:41])([CH3:40])=[O:39])=[CH:34][CH:33]=2)[N:6]=1)([CH3:4])([CH3:3])[CH3:2]. The catalyst class is: 1. Reactant: [C:1]([C:5]1[CH:9]=[C:8]([NH:10][C:11]([NH:13][C:14]2[C:23]3[C:18](=[CH:19][CH:20]=[CH:21][CH:22]=3)[C:17]([O:24][C:25]3[CH:30]=[CH:29][N:28]=[C:27](Cl)[N:26]=3)=[CH:16][CH:15]=2)=[O:12])[N:7]([C:32]2[CH:37]=[CH:36][C:35]([P:38]([CH3:41])([CH3:40])=[O:39])=[CH:34][CH:33]=2)[N:6]=1)([CH3:4])([CH3:3])[CH3:2].[NH2:42][C:43]1[CH:48]=[CH:47][C:46]([S:49][CH2:50][CH2:51][OH:52])=[CH:45][CH:44]=1. (7) Reactant: [CH3:1][O:2][C:3]1[CH:4]=[CH:5][C:6]([N+:22]([O-])=O)=[C:7]([CH2:9][CH2:10][C:11]2[CH:16]=[C:15]([O:17][CH3:18])[CH:14]=[CH:13][C:12]=2[N+:19]([O-])=O)[CH:8]=1.O.NN. Product: [CH3:18][O:17][C:15]1[CH:14]=[CH:13][C:12]([NH2:19])=[C:11]([CH2:10][CH2:9][C:7]2[CH:8]=[C:3]([O:2][CH3:1])[CH:4]=[CH:5][C:6]=2[NH2:22])[CH:16]=1. The catalyst class is: 29.